This data is from Full USPTO retrosynthesis dataset with 1.9M reactions from patents (1976-2016). The task is: Predict the reactants needed to synthesize the given product. (1) Given the product [O:7]1[CH2:12][CH2:11][NH:10][C:9]2[N:14]=[CH:15][CH:16]=[CH:17][C:8]1=2, predict the reactants needed to synthesize it. The reactants are: [H-].[Al+3].[Li+].[H-].[H-].[H-].[O:7]1[CH2:12][C:11](=O)[NH:10][C:9]2[N:14]=[CH:15][CH:16]=[CH:17][C:8]1=2.O.[OH-].[Na+]. (2) Given the product [CH2:19]([S:16]([N:13]1[CH2:14][CH2:15][N:10]([C:7]2[CH:8]=[CH:9][C:4]([NH2:1])=[CH:5][CH:6]=2)[CH2:11][CH2:12]1)(=[O:18])=[O:17])[CH3:20], predict the reactants needed to synthesize it. The reactants are: [N+:1]([C:4]1[CH:9]=[CH:8][C:7]([N:10]2[CH2:15][CH2:14][N:13]([S:16]([CH2:19][CH3:20])(=[O:18])=[O:17])[CH2:12][CH2:11]2)=[CH:6][CH:5]=1)([O-])=O.